From a dataset of Full USPTO retrosynthesis dataset with 1.9M reactions from patents (1976-2016). Predict the reactants needed to synthesize the given product. (1) Given the product [CH3:5][CH2:4][CH2:3][CH:2]([C:1]([OH:10])=[O:9])[CH2:6][CH2:7][CH3:8].[CH3:5][CH2:4][CH2:3][CH:2]([C:1]([O-:10])=[O:9])[CH2:6][CH2:7][CH3:8].[Na+:12], predict the reactants needed to synthesize it. The reactants are: [C:1]([OH:10])(=[O:9])[CH:2]([CH2:6][CH2:7][CH3:8])[CH2:3][CH2:4][CH3:5].[OH-].[Na+:12]. (2) Given the product [Cl:1][C:2]1[C:33]([CH3:34])=[CH:32][C:5]([O:6][CH2:7][CH2:8][CH2:9][C:10]2[C:18]3[C:13](=[C:14]([C:19]4[C:23]([CH3:24])=[N:22][N:21]([CH2:44][C:45]5[CH:50]=[CH:49][N:48]=[CH:47][CH:46]=5)[C:20]=4[CH3:25])[CH:15]=[CH:16][CH:17]=3)[N:12]([CH2:26][CH2:27][C:28]([OH:30])=[O:29])[C:11]=2[CH3:31])=[CH:4][C:3]=1[CH3:35], predict the reactants needed to synthesize it. The reactants are: [Cl:1][C:2]1[C:33]([CH3:34])=[CH:32][C:5]([O:6][CH2:7][CH2:8][CH2:9][C:10]2[C:18]3[C:13](=[C:14]([C:19]4[C:20]([CH3:25])=[N:21][NH:22][C:23]=4[CH3:24])[CH:15]=[CH:16][CH:17]=3)[N:12]([CH2:26][CH2:27][C:28]([OH:30])=[O:29])[C:11]=2[CH3:31])=[CH:4][C:3]=1[CH3:35].C(=O)([O-])[O-].[Cs+].[Cs+].Br.Br[CH2:44][C:45]1[CH:50]=[CH:49][N:48]=[CH:47][CH:46]=1. (3) The reactants are: [Cl:1][C:2]1[N:3]=[C:4]([NH:22][CH:23]2[CH2:25][CH2:24]2)[C:5]2[C:10](I)=[CH:9][N:8]([S:12]([C:15]3[CH:21]=[CH:20][C:18]([CH3:19])=[CH:17][CH:16]=3)(=[O:14])=[O:13])[C:6]=2[N:7]=1.[CH:26]([Sn](C=C)(C=C)C=C)=[CH2:27].O.CCOC(C)=O. Given the product [Cl:1][C:2]1[N:3]=[C:4]([NH:22][CH:23]2[CH2:25][CH2:24]2)[C:5]2[C:10]([CH:26]=[CH2:27])=[CH:9][N:8]([S:12]([C:15]3[CH:21]=[CH:20][C:18]([CH3:19])=[CH:17][CH:16]=3)(=[O:14])=[O:13])[C:6]=2[N:7]=1, predict the reactants needed to synthesize it. (4) Given the product [CH:14]1([N:41]2[C:35]3[CH:34]=[C:33]([O:32][CH3:31])[N:38]=[CH:37][C:36]=3[CH:39]=[CH:40]2)[CH2:15][CH2:16][CH2:17][CH:18]=[CH:19]1, predict the reactants needed to synthesize it. The reactants are: [C:14]1(P([C:14]2[CH:19]=[CH:18][CH:17]=[CH:16][CH:15]=2)[C:14]2[CH:19]=[CH:18][CH:17]=[CH:16][CH:15]=2)[CH:19]=[CH:18][CH:17]=[CH:16][CH:15]=1.COC(=O)OC1CCCC=C1.[CH3:31][O:32][C:33]1[N:38]=[CH:37][C:36]2[CH:39]=[CH:40][NH:41][C:35]=2[CH:34]=1.C(=O)([O-])[O-].[Cs+].[Cs+]. (5) Given the product [C:4]([C:6]1[C:7]([C:12]2[CH:17]=[CH:16][C:15]([Br:18])=[CH:14][C:13]=2[F:19])=[N:8][O:9][C:10]=1[CH3:11])([OH:5])=[O:3], predict the reactants needed to synthesize it. The reactants are: C([O:3][C:4]([C:6]1[C:7]([C:12]2[CH:17]=[CH:16][C:15]([Br:18])=[CH:14][C:13]=2[F:19])=[N:8][O:9][C:10]=1[CH3:11])=[O:5])C.[OH-].[Na+].CO. (6) Given the product [F:29][C:20]1[CH:21]=[C:22]([O:27][CH3:28])[C:23]([O:25][CH3:26])=[CH:24][C:19]=1[CH:18]([NH:30][C:31]1[CH:32]=[C:33]2[C:34](=[CH:35][CH:36]=1)[C:37](=[NH:38])[NH:40][CH2:39]2)[C:14]1[NH:15][C:16](=[O:17])[N:12]([C:7]2[N:6]=[CH:5][NH:4][C:8]=2[C:9]([OH:11])=[O:10])[N:13]=1, predict the reactants needed to synthesize it. The reactants are: C([N:4]1[C:8]([C:9]([OH:11])=[O:10])=[C:7]([N:12]2[C:16](=[O:17])[NH:15][C:14]([CH:18]([NH:30][C:31]3[CH:36]=[CH:35][C:34]([C:37]#[N:38])=[C:33]([CH2:39][NH:40]C(OC(C)(C)C)=O)[CH:32]=3)[C:19]3[CH:24]=[C:23]([O:25][CH3:26])[C:22]([O:27][CH3:28])=[CH:21][C:20]=3[F:29])=[N:13]2)[N:6]=[CH:5]1)C=C.CN1C(=O)CC(=O)N(C)C1=O.FC(F)(F)C(O)=O.C1(C)C=CC=CC=1.